This data is from Reaction yield outcomes from USPTO patents with 853,638 reactions. The task is: Predict the reaction yield, written as a fraction of the theoretical maximum amount of product (1.0 means a 100% yield; for example, 0.34 means a 34% yield). The reactants are [Cl:1][C:2]1[CH:3]=[C:4]([S:8]([NH:11][C:12]2[CH:20]=[CH:19][C:15]([C:16]([OH:18])=[O:17])=[C:14]([OH:21])[CH:13]=2)(=[O:10])=[O:9])[S:5][C:6]=1[Cl:7].[CH2:22](O)[CH2:23][CH3:24]. No catalyst specified. The product is [Cl:1][C:2]1[CH:3]=[C:4]([S:8]([NH:11][C:12]2[CH:20]=[CH:19][C:15]([C:16]([O:18][CH2:22][CH2:23][CH3:24])=[O:17])=[C:14]([OH:21])[CH:13]=2)(=[O:9])=[O:10])[S:5][C:6]=1[Cl:7]. The yield is 0.610.